This data is from Peptide-MHC class I binding affinity with 185,985 pairs from IEDB/IMGT. The task is: Regression. Given a peptide amino acid sequence and an MHC pseudo amino acid sequence, predict their binding affinity value. This is MHC class I binding data. (1) The MHC is H-2-Db with pseudo-sequence H-2-Db. The peptide sequence is DSLLNELSTM. The binding affinity (normalized) is 0.182. (2) The peptide sequence is MTLWYMWQVK. The MHC is HLA-A03:01 with pseudo-sequence HLA-A03:01. The binding affinity (normalized) is 0.810. (3) The peptide sequence is VVDALRNIY. The MHC is HLA-A03:01 with pseudo-sequence HLA-A03:01. The binding affinity (normalized) is 0.0847. (4) The peptide sequence is HTLMSIVS. The MHC is H-2-Db with pseudo-sequence H-2-Db. The binding affinity (normalized) is 0. (5) The peptide sequence is LITNTKSDNI. The MHC is HLA-A68:02 with pseudo-sequence HLA-A68:02. The binding affinity (normalized) is 0.0816. (6) The peptide sequence is QIYPGIKVR. The MHC is HLA-B58:01 with pseudo-sequence HLA-B58:01. The binding affinity (normalized) is 0. (7) The MHC is HLA-A02:01 with pseudo-sequence HLA-A02:01. The peptide sequence is EATFIDVHI. The binding affinity (normalized) is 0.143.